Dataset: Full USPTO retrosynthesis dataset with 1.9M reactions from patents (1976-2016). Task: Predict the reactants needed to synthesize the given product. The reactants are: [CH:1]1[C:10]2[C:5](=[CH:6][CH:7]=[CH:8][CH:9]=2)[CH:4]=[CH:3][C:2]=1[CH2:11][C:12]1[O:13][C:14]([C:17]2[CH:18]=[C:19]3[C:24](=[CH:25][CH:26]=2)[CH:23]=[C:22]([O:27][CH2:28][C:29]#[N:30])[CH:21]=[CH:20]3)=[CH:15][N:16]=1.[N-:31]=[N+:32]=[N-:33].[Na+].[Cl-].[NH4+]. Given the product [CH:1]1[C:10]2[C:5](=[CH:6][CH:7]=[CH:8][CH:9]=2)[CH:4]=[CH:3][C:2]=1[CH2:11][C:12]1[O:13][C:14]([C:17]2[CH:18]=[C:19]3[C:24](=[CH:25][CH:26]=2)[CH:23]=[C:22]([O:27][CH2:28][C:29]2[NH:33][N:32]=[N:31][N:30]=2)[CH:21]=[CH:20]3)=[CH:15][N:16]=1, predict the reactants needed to synthesize it.